This data is from Reaction yield outcomes from USPTO patents with 853,638 reactions. The task is: Predict the reaction yield, written as a fraction of the theoretical maximum amount of product (1.0 means a 100% yield; for example, 0.34 means a 34% yield). The reactants are [Se](=O)=[O:2].[Br:4][CH2:5][CH2:6][O:7][C:8]1[CH:13]=[CH:12][C:11]([C:14](=[O:16])[CH3:15])=[CH:10][CH:9]=1. The catalyst is O1CCOCC1.O. The product is [Br:4][CH2:5][CH2:6][O:7][C:8]1[CH:13]=[CH:12][C:11]([C:14]([CH:15]=[O:2])=[O:16])=[CH:10][CH:9]=1. The yield is 0.970.